This data is from Retrosynthesis with 50K atom-mapped reactions and 10 reaction types from USPTO. The task is: Predict the reactants needed to synthesize the given product. (1) The reactants are: C[O-].Clc1nc2ccc(Br)cc2c(Cl)c1Cc1cc2ccccc2s1. Given the product COc1nc2ccc(Br)cc2c(Cl)c1Cc1cc2ccccc2s1, predict the reactants needed to synthesize it. (2) Given the product Cc1cc(F)ccc1CCC(=O)O, predict the reactants needed to synthesize it. The reactants are: Cc1cc(F)ccc1/C=C/C(=O)O. (3) Given the product CCOP(=O)(COCc1nc2c(N)ncnc2n1CCc1ccccc1)OCC, predict the reactants needed to synthesize it. The reactants are: CCOP(=O)(CO)OCC.Nc1ncnc2c1nc(CBr)n2CCc1ccccc1. (4) Given the product CS(=O)Cc1cncc(Br)c1, predict the reactants needed to synthesize it. The reactants are: CSCc1cncc(Br)c1.O=C(OO)c1cccc(Cl)c1. (5) The reactants are: CCc1ccc(C(=O)c2ccc(Cl)cc2)c(O)c1.NO. Given the product CCc1ccc(C(=NO)c2ccc(Cl)cc2)c(O)c1, predict the reactants needed to synthesize it. (6) Given the product Cc1cc(N2CCCC2)c2ccc(OCc3ccc(N4CCCC4)nc3)cc2n1, predict the reactants needed to synthesize it. The reactants are: C1CCNC1.Cc1cc(N2CCCC2)c2ccc(OCc3ccc(Cl)nc3)cc2n1. (7) Given the product CCC(=O)N(Cc1ccc(OC(F)(F)F)cc1)c1cccc(-c2nnn[nH]2)c1, predict the reactants needed to synthesize it. The reactants are: CCC(=O)N(Cc1ccc(OC(F)(F)F)cc1)c1cccc(C#N)c1.[N-]=[N+]=[N-]. (8) The reactants are: CCOC(=O)C1CCN(Cc2ccc3cc(CC4CCC(C(C)(C)C)CC4)ccc3c2)CC1. Given the product CC(C)(C)C1CCC(Cc2ccc3cc(CN4CCC(C(=O)O)CC4)ccc3c2)CC1, predict the reactants needed to synthesize it.